This data is from Peptide-MHC class I binding affinity with 185,985 pairs from IEDB/IMGT. The task is: Regression. Given a peptide amino acid sequence and an MHC pseudo amino acid sequence, predict their binding affinity value. This is MHC class I binding data. (1) The peptide sequence is DIVGGLFTY. The MHC is HLA-B48:01 with pseudo-sequence HLA-B48:01. The binding affinity (normalized) is 0.0847. (2) The peptide sequence is FREVWKQLF. The MHC is HLA-A02:19 with pseudo-sequence HLA-A02:19. The binding affinity (normalized) is 0.0847.